Dataset: Full USPTO retrosynthesis dataset with 1.9M reactions from patents (1976-2016). Task: Predict the reactants needed to synthesize the given product. (1) Given the product [F:8][C:9]([F:15])([CH2:13][O:14][C:16](=[O:20])[C:17]([CH3:19])=[CH2:18])[C:10]([OH:12])=[O:11], predict the reactants needed to synthesize it. The reactants are: C(N(CC)CC)C.[F:8][C:9]([F:15])([CH2:13][OH:14])[C:10]([OH:12])=[O:11].[C:16](Cl)(=[O:20])[C:17]([CH3:19])=[CH2:18]. (2) Given the product [C:60]([CH2:63][CH2:64][C:65]1[CH:70]=[CH:69][C:68](/[C:12](/[CH:37]=[CH:38]/[C:39]2[C:40]([CH3:57])([CH3:56])[C:41]3[C:42]([N:55]=2)=[N+:43]([CH2:48][CH2:49][CH2:50][S:51]([O-:54])(=[O:53])=[O:52])[CH:44]=[C:45]([Cl:47])[CH:46]=3)=[CH:13]\[CH:14]=[C:15]2\[N:16]([CH2:30][CH2:31][CH2:32][S:33]([O-:36])(=[O:35])=[O:34])[C:17]3[C:22]([C:23]\2([CH3:25])[CH3:24])=[CH:21][C:20]([S:26]([O-:29])(=[O:27])=[O:28])=[CH:19][CH:18]=3)=[CH:67][CH:66]=1)([OH:62])=[O:61].[Na+:58].[Na+:58], predict the reactants needed to synthesize it. The reactants are: C(CCC1C=C(/[C:12](/[CH:37]=[CH:38]/[C:39]2[C:40]([CH3:57])([CH3:56])[C:41]3[C:42]([N:55]=2)=[N+:43]([CH2:48][CH2:49][CH2:50][S:51]([O-:54])(=[O:53])=[O:52])[CH:44]=[C:45]([Cl:47])[CH:46]=3)=[CH:13]\[CH:14]=[C:15]2\[N:16]([CH2:30][CH2:31][CH2:32][S:33]([O-:36])(=[O:35])=[O:34])[C:17]3[C:22]([C:23]\2([CH3:25])[CH3:24])=[CH:21][C:20]([S:26]([O-:29])(=[O:28])=[O:27])=[CH:19][CH:18]=3)C=CC=1)(O)=O.[Na+:58].[Na+].[C:60]([CH2:63][CH2:64][C:65]1[CH:70]=[CH:69][C:68](B(O)O)=[CH:67][CH:66]=1)([OH:62])=[O:61]. (3) Given the product [NH2:1][C:2]1[N:3]=[C:4]([CH3:17])[C:5]([CH2:6][NH:7][C:28]([C:30]2[CH:31]=[N:32][N:33]([CH2:35][C:36]3[CH:41]=[CH:40][CH:39]=[CH:38][CH:37]=3)[CH:34]=2)=[O:29])=[C:8]([O:10][CH:11]2[CH2:12][CH2:13][CH2:14][CH2:15][CH2:16]2)[CH:9]=1, predict the reactants needed to synthesize it. The reactants are: [NH2:1][C:2]1[CH:9]=[C:8]([O:10][CH:11]2[CH2:16][CH2:15][CH2:14][CH2:13][CH2:12]2)[C:5]([C:6]#[N:7])=[C:4]([CH3:17])[N:3]=1.NC1N=C(C)C(CN[C:28]([C:30]2[CH:31]=[N:32][N:33]([CH2:35][C:36]3[CH:41]=[CH:40][C:39](OC)=[CH:38][CH:37]=3)[CH:34]=2)=[O:29])=C(C)C=1.CCN(C(C)C)C(C)C.CN(C(ON1N=NC2C=CC=NC1=2)=[N+](C)C)C.F[P-](F)(F)(F)(F)F. (4) Given the product [C:8]1([C:2]([N:14]2[CH2:19][CH2:18][S:17][CH2:16][CH2:15]2)([CH3:7])[C:3]([O:5][CH3:6])=[O:4])[CH:13]=[CH:12][CH:11]=[CH:10][CH:9]=1, predict the reactants needed to synthesize it. The reactants are: Br[C:2]([C:8]1[CH:13]=[CH:12][CH:11]=[CH:10][CH:9]=1)([CH3:7])[C:3]([O:5][CH3:6])=[O:4].[NH:14]1[CH2:19][CH2:18][S:17][CH2:16][CH2:15]1.C(N(CC)CC)C.O. (5) Given the product [Br:11][C:4]1[C:3]([O:9][CH3:10])=[C:2]([F:1])[CH:7]=[CH:6][N:5]=1, predict the reactants needed to synthesize it. The reactants are: [F:1][C:2]1[CH:7]=[CH:6][N:5]=[C:4](N)[C:3]=1[O:9][CH3:10].[BrH:11].BrBr.N([O-])=O.[Na+].[OH-].[Na+]. (6) Given the product [NH:34]1[C:29]2[CH:30]=[CH:31][CH:32]=[CH:33][C:28]=2[N:35]=[C:26]1[C:9]1[C:10]2[C:15](=[CH:14][CH:13]=[C:12]([C:16]3[CH:21]=[CH:20][CH:19]=[C:18]([C:22]([F:25])([F:24])[F:23])[CH:17]=3)[CH:11]=2)[N:7]([CH:2]2[CH2:3][CH2:4][CH2:5][CH2:6][O:1]2)[N:8]=1, predict the reactants needed to synthesize it. The reactants are: [O:1]1[CH2:6][CH2:5][CH2:4][CH2:3][CH:2]1[N:7]1[C:15]2[C:10](=[CH:11][C:12]([C:16]3[CH:21]=[CH:20][CH:19]=[C:18]([C:22]([F:25])([F:24])[F:23])[CH:17]=3)=[CH:13][CH:14]=2)[C:9]([CH:26]=O)=[N:8]1.[C:28]1([NH2:35])[CH:33]=[CH:32][CH:31]=[CH:30][C:29]=1[NH2:34].S(=O)(O)[O-].[Na+]. (7) Given the product [Br:7][C:5]1[N:6]=[C:2]([C:29]#[C:30][CH3:31])[S:3][C:4]=1[C:8]1[N:12]=[CH:11][N:10]([CH2:13][O:14][CH2:15][CH2:16][Si:17]([CH3:20])([CH3:19])[CH3:18])[N:9]=1, predict the reactants needed to synthesize it. The reactants are: Br[C:2]1[S:3][C:4]([C:8]2[N:12]=[CH:11][N:10]([CH2:13][O:14][CH2:15][CH2:16][Si:17]([CH3:20])([CH3:19])[CH3:18])[N:9]=2)=[C:5]([Br:7])[N:6]=1.[Cl-].[Li+].O1CCOCC1.[CH2:29]([Sn](CCCC)(CCCC)C#CC)[CH2:30][CH2:31]C. (8) The reactants are: [Cl:1][C:2]1[CH:3]=[C:4]([CH:7]=[C:8]([CH3:10])[N:9]=1)[C:5]#[N:6].[CH2:11]([NH:14][CH2:15][CH2:16][CH3:17])[CH2:12][CH3:13]. Given the product [Cl:1][C:2]1[CH:3]=[C:4]([CH:7]=[C:8]([CH3:10])[N:9]=1)[C:5]#[N:6].[CH2:11]([N:14]([CH2:15][CH2:16][CH3:17])[C:2]1[CH:3]=[C:4]([CH:7]=[C:8]([CH3:10])[N:9]=1)[C:5]#[N:6])[CH2:12][CH3:13], predict the reactants needed to synthesize it.